Dataset: Forward reaction prediction with 1.9M reactions from USPTO patents (1976-2016). Task: Predict the product of the given reaction. (1) The product is: [Br:1][C:2]1[CH:11]=[CH:10][C:9]2[N:8]=[C:7]([NH:35][C:34]3[CH:33]=[CH:32][C:31]([N:28]4[CH2:29][CH2:30][O:25][CH2:26][CH2:27]4)=[CH:37][CH:36]=3)[C:6]3=[N:13][NH:14][CH:15]=[C:5]3[C:4]=2[CH:3]=1. Given the reactants [Br:1][C:2]1[CH:11]=[CH:10][C:9]2[N:8]=[C:7](Cl)[C:6]3=[N:13][N:14](CC4C=CC(OC)=CC=4)[CH:15]=[C:5]3[C:4]=2[CH:3]=1.[O:25]1[CH2:30][CH2:29][N:28]([C:31]2[CH:37]=[CH:36][C:34]([NH2:35])=[CH:33][CH:32]=2)[CH2:27][CH2:26]1.Cl, predict the reaction product. (2) Given the reactants [C:1]([O:5][C:6]([NH:8][C:9]1[CH:14]=[CH:13][C:12]([S:15][CH2:16][C:17]([NH:19][CH2:20][CH2:21][CH2:22][CH2:23][CH2:24][C:25]([OH:27])=O)=[O:18])=[CH:11][CH:10]=1)=[O:7])([CH3:4])([CH3:3])[CH3:2].F[P-](F)(F)(F)(F)F.N1(O[P+](N(C)C)(N(C)C)N(C)C)C2C=CC=CC=2N=N1.[NH2:55][C:56]1[CH:57]=[N:58][C:59]2[C:64]([CH:65]=1)=[CH:63][CH:62]=[CH:61][CH:60]=2.C(N(CC)CC)C.ClCC(NCCCCCC(NC1C=CC2C(=CC=CC=2)N=1)=O)=O, predict the reaction product. The product is: [O:18]=[C:17]([NH:19][CH2:20][CH2:21][CH2:22][CH2:23][CH2:24][C:25](=[O:27])[NH:55][C:56]1[CH:57]=[N:58][C:59]2[C:64]([CH:65]=1)=[CH:63][CH:62]=[CH:61][CH:60]=2)[CH2:16][S:15][C:12]1[CH:11]=[CH:10][C:9]([NH:8][C:6](=[O:7])[O:5][C:1]([CH3:2])([CH3:3])[CH3:4])=[CH:14][CH:13]=1. (3) Given the reactants [F:1][C:2]1[CH:22]=[C:21]([N:23]2[CH:27]=[CH:26][CH:25]=[N:24]2)[CH:20]=[CH:19][C:3]=1[CH2:4][C:5]1[C:6]([CH3:18])=[C:7]([CH3:17])[C:8]([CH:15]=C)=[C:9]([CH:14]=1)[C:10]([O:12][CH3:13])=[O:11].CC(C)=[O:30].C(#N)C.I([O-])(=O)(=O)=O.[Na+], predict the reaction product. The product is: [F:1][C:2]1[CH:22]=[C:21]([N:23]2[CH:27]=[CH:26][CH:25]=[N:24]2)[CH:20]=[CH:19][C:3]=1[CH2:4][C:5]1[C:6]([CH3:18])=[C:7]([CH3:17])[C:8]([CH:15]=[O:30])=[C:9]([CH:14]=1)[C:10]([O:12][CH3:13])=[O:11].